This data is from Full USPTO retrosynthesis dataset with 1.9M reactions from patents (1976-2016). The task is: Predict the reactants needed to synthesize the given product. (1) Given the product [CH2:1]([N:3]1[C:12]2[C:7](=[CH:8][C:9]([N+:13]([O-:15])=[O:14])=[CH:10][CH:11]=2)[C:6](=[O:16])[N:5]([CH2:21][S:22][CH3:23])[C:4]1=[O:17])[CH3:2], predict the reactants needed to synthesize it. The reactants are: [CH2:1]([N:3]1[C:12]2[C:7](=[CH:8][C:9]([N+:13]([O-:15])=[O:14])=[CH:10][CH:11]=2)[C:6](=[O:16])[NH:5][C:4]1=[O:17])[CH3:2].[H-].[Na+].Cl[CH2:21][S:22][CH3:23]. (2) Given the product [O:15]1[CH:10]([C:8]2[NH:7][C:6]3[CH:20]=[C:2]([C:36]4[CH:37]=[N:38][NH:39][CH:40]=4)[CH:3]=[C:4]([F:21])[C:5]=3[N:9]=2)[CH2:11][O:12][C:13]2[CH:19]=[CH:18][CH:17]=[CH:16][C:14]1=2, predict the reactants needed to synthesize it. The reactants are: Br[C:2]1[CH:3]=[C:4]([F:21])[C:5]2[N:9]=[C:8]([CH:10]3[O:15][C:14]4[CH:16]=[CH:17][CH:18]=[CH:19][C:13]=4[O:12][CH2:11]3)[NH:7][C:6]=2[CH:20]=1.COCCOC.CC1(C)C(C)(C)OB([C:36]2[CH:37]=[N:38][NH:39][CH:40]=2)O1.C(=O)([O-])[O-].[Na+].[Na+]. (3) Given the product [CH2:1]([CH:5]1[CH2:10][O:9][CH:8]([C:11]2[CH:16]=[CH:15][C:14]([C:28]3[CH:29]=[C:30]([F:51])[C:31]([C:35]([O:36][C:37]4[CH:42]=[C:41]([F:43])[C:40]([C:44]([F:45])([F:47])[F:46])=[C:39]([F:48])[CH:38]=4)([F:49])[F:50])=[C:32]([F:34])[CH:33]=3)=[C:13]([F:26])[CH:12]=2)[CH2:7][CH2:6]1)[CH2:2][CH2:3][CH3:4], predict the reactants needed to synthesize it. The reactants are: [CH2:1]([CH:5]1[CH2:10][O:9][CH:8]([C:11]2[CH:16]=[CH:15][C:14](B3OC(C)(C)C(C)(C)O3)=[C:13]([F:26])[CH:12]=2)[CH2:7][CH2:6]1)[CH2:2][CH2:3][CH3:4].Br[C:28]1[CH:33]=[C:32]([F:34])[C:31]([C:35]([F:50])([F:49])[O:36][C:37]2[CH:38]=[C:39]([F:48])[C:40]([C:44]([F:47])([F:46])[F:45])=[C:41]([F:43])[CH:42]=2)=[C:30]([F:51])[CH:29]=1. (4) Given the product [Cl:11][C:7]1[CH:8]=[CH:9][CH:10]=[C:2]([CH:12]=[CH2:13])[C:3]=1[C:4]([O:6][CH3:23])=[O:5], predict the reactants needed to synthesize it. The reactants are: Br[C:2]1[CH:10]=[CH:9][CH:8]=[C:7]([Cl:11])[C:3]=1[C:4]([O-:6])=[O:5].[CH3:12][C:13]1(C)C(C)(C)OB(C=C)O1.[C:23]([O-])([O-])=O.[K+].[K+].O1CCOCC1. (5) The reactants are: [Cl:1][C:2]1[CH:7]=[CH:6][C:5]([S:8]([N:11]2[CH:16](C3C=CC=CC=3)[CH2:15][C:14]3=[N:23][NH:24][CH:25]=[C:13]3[CH2:12]2)(=[O:10])=[O:9])=[CH:4][CH:3]=1.[C:26]1([CH2:32]C2CC(=O)CCN2)[CH:31]=[CH:30][CH:29]=[CH:28][CH:27]=1. Given the product [CH2:32]([CH:16]1[N:11]([S:8]([C:5]2[CH:6]=[CH:7][C:2]([Cl:1])=[CH:3][CH:4]=2)(=[O:10])=[O:9])[CH2:12][C:13]2[CH:25]=[N:24][NH:23][C:14]=2[CH2:15]1)[C:26]1[CH:31]=[CH:30][CH:29]=[CH:28][CH:27]=1, predict the reactants needed to synthesize it. (6) Given the product [NH4+:1].[OH-:21].[N:12]1([CH2:11][CH2:10][CH2:9][N:6]2[CH:5]=[C:4]([CH3:7])[S:3][C:2]2=[NH:1])[CH:16]=[CH:15][CH:14]=[CH:13]1, predict the reactants needed to synthesize it. The reactants are: [NH2:1][C:2]1[S:3][C:4]([CH3:7])=[CH:5][N:6]=1.Br[CH2:9][CH2:10][CH2:11][N:12]1[CH:16]=[CH:15][CH:14]=[CH:13]1.C(Cl)Cl.C[OH:21].